This data is from Reaction yield outcomes from USPTO patents with 853,638 reactions. The task is: Predict the reaction yield, written as a fraction of the theoretical maximum amount of product (1.0 means a 100% yield; for example, 0.34 means a 34% yield). (1) The reactants are [OH:1][CH2:2][C:3]1[CH:4]=[C:5]2[C:10](=[CH:11][CH:12]=1)[CH:9]=[C:8]([OH:13])[CH:7]=[CH:6]2.C(N(CC)CC)C.[C:21](Cl)(=[O:25])[C:22]([CH3:24])=[CH2:23]. The catalyst is ClCCl. The product is [C:21]([O:13][C:8]1[CH:7]=[CH:6][C:5]2[C:10](=[CH:11][CH:12]=[C:3]([CH2:2][OH:1])[CH:4]=2)[CH:9]=1)(=[O:25])[C:22]([CH3:24])=[CH2:23]. The yield is 0.650. (2) The reactants are [NH2:1][C@@H:2]1[CH2:7][CH2:6][C@H:5]([C:8]([OH:10])=[O:9])[CH2:4][CH2:3]1.[OH-].[Na+].[C:13](O[C:13]([O:15][C:16]([CH3:19])([CH3:18])[CH3:17])=[O:14])([O:15][C:16]([CH3:19])([CH3:18])[CH3:17])=[O:14].S([O-])(O)(=O)=O.[K+]. The catalyst is O1CCOCC1. The product is [CH3:17][C:16]([O:15][C:13]([NH:1][C@@H:2]1[CH2:7][CH2:6][C@H:5]([C:8]([OH:10])=[O:9])[CH2:4][CH2:3]1)=[O:14])([CH3:19])[CH3:18]. The yield is 0.900. (3) The yield is 0.170. The reactants are B(Br)(Br)Br.C[O:6][C:7]1[CH:12]=[CH:11][C:10]([C:13]2[C:14]([C:19]3[CH:24]=[CH:23][C:22]([C:25]#[C:26][C:27]4[CH:36]=[CH:35][C:34]5[C:29](=[CH:30][CH:31]=[CH:32][CH:33]=5)[N:28]=4)=[CH:21][CH:20]=3)=[N:15][N:16]([CH3:18])[CH:17]=2)=[CH:9][CH:8]=1.C([O-])(O)=O.[Na+]. The product is [CH3:18][N:16]1[CH:17]=[C:13]([C:10]2[CH:9]=[CH:8][C:7]([OH:6])=[CH:12][CH:11]=2)[C:14]([C:19]2[CH:20]=[CH:21][C:22]([C:25]#[C:26][C:27]3[CH:36]=[CH:35][C:34]4[C:29](=[CH:30][CH:31]=[CH:32][CH:33]=4)[N:28]=3)=[CH:23][CH:24]=2)=[N:15]1. The catalyst is C(Cl)Cl. (4) The reactants are [C:1]([NH:8][C@@H:9]([C:17](O)=O)[CH2:10][C:11]1[CH:16]=[CH:15][CH:14]=[CH:13][CH:12]=1)([O:3]C(C)(C)C)=O.CC[Al](Cl)CC.[CH:26]1[CH:27]=[CH:28][C:29]2N(O)N=N[C:30]=2[CH:31]=1.[CH3:36][O:37][C:38]1[CH:43]=[CH:42][CH:41]=[CH:40][C:39]=1[C:44]1[CH2:45][CH2:46][NH:47][CH2:48][CH:49]=1.C[N+]1([O-])CCOCC1. The catalyst is CN(C=O)C.C(OCC)(=O)C. The product is [CH2:10]([C@@H:9]([NH:8][C:1]([CH:26]1[CH2:27][CH2:28][CH2:29][CH2:30][CH2:31]1)=[O:3])[CH2:17][N:47]1[CH2:46][CH:45]=[C:44]([C:39]2[CH:40]=[CH:41][CH:42]=[CH:43][C:38]=2[O:37][CH3:36])[CH2:49][CH2:48]1)[C:11]1[CH:12]=[CH:13][CH:14]=[CH:15][CH:16]=1. The yield is 1.00. (5) The reactants are [Cl:1][S:2]([C:5]1[CH:6]=[CH:7][C:8]([O:14][CH3:15])=[C:9]([CH:13]=1)[C:10]([OH:12])=[O:11])(=[O:4])=[O:3].O=S(Cl)Cl.[C:20]1([CH3:32])[CH:25]=[CH:24][C:23]([S:26]([CH2:29][CH2:30]O)(=[O:28])=[O:27])=[CH:22][CH:21]=1. The catalyst is C(Cl)Cl. The product is [Cl:1][S:2]([C:5]1[CH:6]=[CH:7][C:8]([O:14][CH3:15])=[C:9]([CH:13]=1)[C:10]([O:12][CH2:30][CH2:29][S:26]([C:23]1[CH:24]=[CH:25][C:20]([CH3:32])=[CH:21][CH:22]=1)(=[O:28])=[O:27])=[O:11])(=[O:4])=[O:3]. The yield is 0.810.